Dataset: Full USPTO retrosynthesis dataset with 1.9M reactions from patents (1976-2016). Task: Predict the reactants needed to synthesize the given product. (1) Given the product [Cl:28][C:23]1[CH:22]=[C:21]([CH:26]=[CH:25][C:24]=1[Cl:27])[C:20]([NH:19][C:16]1[CH:15]=[CH:14][C:13]([C@H:10]2[CH2:11][CH2:12][C@H:7]([C:5]([OH:6])=[O:4])[CH2:8][CH2:9]2)=[CH:18][CH:17]=1)=[O:29], predict the reactants needed to synthesize it. The reactants are: C([O:4][C:5]([C@H:7]1[CH2:12][CH2:11][C@H:10]([C:13]2[CH:18]=[CH:17][C:16]([NH:19][C:20](=[O:29])[C:21]3[CH:26]=[CH:25][C:24]([Cl:27])=[C:23]([Cl:28])[CH:22]=3)=[CH:15][CH:14]=2)[CH2:9][CH2:8]1)=[O:6])(C)C.[OH-].[Na+]. (2) Given the product [F:17][C:18]1[CH:23]=[C:22]([F:24])[CH:21]=[CH:20][C:19]=1[CH2:25][O:26][C:2]1[CH:3]=[C:4]2[N:11]([CH:12]([CH3:14])[CH3:13])[C:10]([CH3:16])([CH3:15])[CH2:9][N:5]2[C:6](=[O:8])[N:7]=1, predict the reactants needed to synthesize it. The reactants are: Cl[C:2]1[CH:3]=[C:4]2[N:11]([CH:12]([CH3:14])[CH3:13])[C:10]([CH3:16])([CH3:15])[CH2:9][N:5]2[C:6](=[O:8])[N:7]=1.[F:17][C:18]1[CH:23]=[C:22]([F:24])[CH:21]=[CH:20][C:19]=1[CH2:25][OH:26].